The task is: Predict the reactants needed to synthesize the given product.. This data is from Full USPTO retrosynthesis dataset with 1.9M reactions from patents (1976-2016). (1) Given the product [Cl:12][C:13]1[CH:18]=[C:17]([CH:19]=[O:20])[CH:16]=[C:15]([CH3:21])[N:14]=1, predict the reactants needed to synthesize it. The reactants are: [Cr](Cl)([O-])(=O)=O.[NH+]1C=CC=CC=1.[Cl:12][C:13]1[CH:18]=[C:17]([CH2:19][OH:20])[CH:16]=[C:15]([CH3:21])[N:14]=1. (2) Given the product [Cl:26][C:5]1[C:6]([N:11]2[CH2:16][CH2:15][N:14]([CH2:17][C:18]([NH:20][C:21]3[S:22][CH:23]=[CH:24][N:25]=3)=[O:19])[CH2:13][CH2:12]2)=[C:7]2[N:8]=[C:41]([C:40]3[CH:39]=[CH:38][C:37]([N:34]4[CH2:35][CH2:36][CH:31]([OH:30])[CH2:32][CH2:33]4)=[CH:44][CH:43]=3)[NH:1][C:2]2=[N:3][CH:4]=1, predict the reactants needed to synthesize it. The reactants are: [NH2:1][C:2]1[C:7]([N+:8]([O-])=O)=[C:6]([N:11]2[CH2:16][CH2:15][N:14]([CH2:17][C:18]([NH:20][C:21]3[S:22][CH:23]=[CH:24][N:25]=3)=[O:19])[CH2:13][CH2:12]2)[C:5]([Cl:26])=[CH:4][N:3]=1.CCO.[OH:30][CH:31]1[CH2:36][CH2:35][N:34]([C:37]2[CH:44]=[CH:43][C:40]([CH:41]=O)=[CH:39][CH:38]=2)[CH2:33][CH2:32]1.[O-]S(S([O-])=O)=O.[Na+].[Na+].